Dataset: Reaction yield outcomes from USPTO patents with 853,638 reactions. Task: Predict the reaction yield, written as a fraction of the theoretical maximum amount of product (1.0 means a 100% yield; for example, 0.34 means a 34% yield). (1) The reactants are [CH2:1]([NH:3][C:4]1[N:5]=[CH:6][C:7]2[C:16](=[O:17])[N:15]([C:18]3[CH:19]=[C:20]([CH:25]=[CH:26][CH:27]=3)[C:21]([NH:23][NH2:24])=[O:22])[CH2:14][C@H:13]3[N:9]([CH2:10][CH2:11][CH2:12]3)[C:8]=2[N:28]=1)[CH3:2].[C:29]1(CC(Cl)=O)[CH:34]=[CH:33][CH:32]=[CH:31][CH:30]=1.C(N([CH2:44][CH3:45])CC)C.CN(C=[O:50])C. No catalyst specified. The product is [C:29]1([NH:24][N:23]([C:44](=[O:50])[CH3:45])[C:21](=[O:22])[C:20]2[CH:25]=[CH:26][CH:27]=[C:18]([N:15]3[CH2:14][C@H:13]4[N:9]([CH2:10][CH2:11][CH2:12]4)[C:8]4[N:28]=[C:4]([NH:3][CH2:1][CH3:2])[N:5]=[CH:6][C:7]=4[C:16]3=[O:17])[CH:19]=2)[CH:34]=[CH:33][CH:32]=[CH:31][CH:30]=1. The yield is 0.660. (2) The product is [CH2:1]([N:8]1[CH2:13][CH2:12][C:11]([CH3:15])([C:2]2[CH:7]=[CH:6][CH:5]=[CH:4][CH:3]=2)[CH2:10][CH2:9]1)[C:2]1[CH:7]=[CH:6][CH:5]=[CH:4][CH:3]=1. The catalyst is C1C=CC=CC=1. The reactants are [CH2:1]([N:8]1[CH2:13][CH2:12][C:11]([CH3:15])(O)[CH2:10][CH2:9]1)[C:2]1[CH:7]=[CH:6][CH:5]=[CH:4][CH:3]=1.[Al+3].[Cl-].[Cl-].[Cl-].[OH-].[Na+]. The yield is 0.520.